Dataset: Peptide-MHC class II binding affinity with 134,281 pairs from IEDB. Task: Regression. Given a peptide amino acid sequence and an MHC pseudo amino acid sequence, predict their binding affinity value. This is MHC class II binding data. The peptide sequence is QRMMAEIDTDGDGFI. The MHC is DRB4_0101 with pseudo-sequence DRB4_0103. The binding affinity (normalized) is 0.692.